From a dataset of Reaction yield outcomes from USPTO patents with 853,638 reactions. Predict the reaction yield, written as a fraction of the theoretical maximum amount of product (1.0 means a 100% yield; for example, 0.34 means a 34% yield). The reactants are [F:1][C:2]1[CH:22]=[CH:21][C:5]2[N:6]([CH2:9][C:10]3[CH:20]=[CH:19][C:13]4[N:14]=[C:15]([S:17][CH3:18])[S:16][C:12]=4[CH:11]=3)[CH:7]=[N:8][C:4]=2[CH:3]=1.ClC1C=CC=C(C(OO)=[O:31])C=1. The catalyst is C(Cl)Cl.CCOC(C)=O. The yield is 0.940. The product is [F:1][C:2]1[CH:22]=[CH:21][C:5]2[N:6]([CH2:9][C:10]3[CH:20]=[CH:19][C:13]4[N:14]=[C:15]([S:17]([CH3:18])=[O:31])[S:16][C:12]=4[CH:11]=3)[CH:7]=[N:8][C:4]=2[CH:3]=1.